Dataset: NCI-60 drug combinations with 297,098 pairs across 59 cell lines. Task: Regression. Given two drug SMILES strings and cell line genomic features, predict the synergy score measuring deviation from expected non-interaction effect. (1) Drug 1: C1=CN(C=N1)CC(O)(P(=O)(O)O)P(=O)(O)O. Drug 2: CC1CCCC2(C(O2)CC(NC(=O)CC(C(C(=O)C(C1O)C)(C)C)O)C(=CC3=CSC(=N3)C)C)C. Cell line: ACHN. Synergy scores: CSS=26.5, Synergy_ZIP=-0.581, Synergy_Bliss=-3.12, Synergy_Loewe=-25.2, Synergy_HSA=-3.71. (2) Drug 1: CC1CCC2CC(C(=CC=CC=CC(CC(C(=O)C(C(C(=CC(C(=O)CC(OC(=O)C3CCCCN3C(=O)C(=O)C1(O2)O)C(C)CC4CCC(C(C4)OC)O)C)C)O)OC)C)C)C)OC. Drug 2: C1CCC(C(C1)N)N.C(=O)(C(=O)[O-])[O-].[Pt+4]. Cell line: NCI-H522. Synergy scores: CSS=28.0, Synergy_ZIP=-6.50, Synergy_Bliss=2.91, Synergy_Loewe=4.01, Synergy_HSA=4.23. (3) Drug 1: CC12CCC(CC1=CCC3C2CCC4(C3CC=C4C5=CN=CC=C5)C)O. Drug 2: CC(C)NC(=O)C1=CC=C(C=C1)CNNC.Cl. Cell line: NCI/ADR-RES. Synergy scores: CSS=11.2, Synergy_ZIP=-1.11, Synergy_Bliss=2.85, Synergy_Loewe=-9.45, Synergy_HSA=-0.686. (4) Drug 1: CC1OCC2C(O1)C(C(C(O2)OC3C4COC(=O)C4C(C5=CC6=C(C=C35)OCO6)C7=CC(=C(C(=C7)OC)O)OC)O)O. Drug 2: C1=CC(=CC=C1C#N)C(C2=CC=C(C=C2)C#N)N3C=NC=N3. Cell line: NCI-H226. Synergy scores: CSS=12.0, Synergy_ZIP=-1.91, Synergy_Bliss=-0.151, Synergy_Loewe=-4.92, Synergy_HSA=0.870.